This data is from Full USPTO retrosynthesis dataset with 1.9M reactions from patents (1976-2016). The task is: Predict the reactants needed to synthesize the given product. (1) Given the product [Br:1][C:2]1[CH:10]=[C:9]2[C:5]([CH2:6][CH2:7][CH:8]2[CH2:11][CH3:12])=[CH:4][CH:3]=1, predict the reactants needed to synthesize it. The reactants are: [Br:1][C:2]1[CH:10]=[C:9]2[C:5]([CH2:6][CH2:7][C:8]2=[CH:11][CH3:12])=[CH:4][CH:3]=1.[H][H]. (2) The reactants are: [NH2:1][C:2]1[CH:7]=[CH:6][CH:5]=[CH:4][C:3]=1[NH:8][C:9](=[O:24])[C:10]1[CH:15]=[CH:14][C:13]([C:16]2[C:21]([Cl:22])=[CH:20][C:19]([OH:23])=[CH:18][N:17]=2)=[CH:12][CH:11]=1.C1(P(C2C=CC=CC=2)C2C=CC=CC=2)C=CC=CC=1.[CH3:44][N:45]([CH3:49])[CH2:46][CH2:47]O.N(C(OCC)=O)=NC(OCC)=O. Given the product [NH2:1][C:2]1[CH:7]=[CH:6][CH:5]=[CH:4][C:3]=1[NH:8][C:9](=[O:24])[C:10]1[CH:11]=[CH:12][C:13]([C:16]2[C:21]([Cl:22])=[CH:20][C:19]([O:23][CH2:47][CH2:46][N:45]([CH3:49])[CH3:44])=[CH:18][N:17]=2)=[CH:14][CH:15]=1, predict the reactants needed to synthesize it. (3) The reactants are: [CH3:1][CH:2]1[CH:7]([OH:8])[CH2:6][CH2:5][CH2:4][NH:3]1.C(N(CC)CC)C.Cl[C:17]([O:19][CH2:20][C:21]1[CH:26]=[CH:25][CH:24]=[CH:23][CH:22]=1)=[O:18]. Given the product [CH2:20]([O:19][C:17]([N:3]1[CH2:4][CH2:5][CH2:6][CH:7]([OH:8])[CH:2]1[CH3:1])=[O:18])[C:21]1[CH:26]=[CH:25][CH:24]=[CH:23][CH:22]=1, predict the reactants needed to synthesize it. (4) Given the product [F:1][C:2]1[C:3]([NH:29][C@H:30]2[CH2:35][CH2:34][CH2:33][C@@H:32]([NH:36][C:37]([N:40]3[CH2:41][CH2:43][CH2:45][CH2:44]3)=[O:47])[CH2:31]2)=[N:4][C:5]([C:9]2[C:17]3[C:12](=[N:13][CH:14]=[C:15]([F:18])[CH:16]=3)[N:11]([S:19]([C:22]3[CH:23]=[CH:24][C:25]([CH3:28])=[CH:26][CH:27]=3)(=[O:20])=[O:21])[CH:10]=2)=[C:6]([F:8])[CH:7]=1, predict the reactants needed to synthesize it. The reactants are: [F:1][C:2]1[C:3]([NH:29][C@H:30]2[CH2:35][CH2:34][CH2:33][C@@H:32]([NH2:36])[CH2:31]2)=[N:4][C:5]([C:9]2[C:17]3[C:12](=[N:13][CH:14]=[C:15]([F:18])[CH:16]=3)[N:11]([S:19]([C:22]3[CH:27]=[CH:26][C:25]([CH3:28])=[CH:24][CH:23]=3)(=[O:21])=[O:20])[CH:10]=2)=[C:6]([F:8])[CH:7]=1.[CH:37]([N:40]([CH2:44][CH3:45])[CH:41]([CH3:43])C)(C)C.C(C1NC=CN=1)(C1NC=CN=1)=[O:47].N1CCCC1. (5) Given the product [Cl:1][C:2]1[CH:3]=[C:4]([N:9]2[C:18]3[C:13](=[CH:14][C:15]([F:26])=[C:16]([N:19]4[CH2:24][CH2:23][N:22]([CH3:25])[CH2:21][CH2:20]4)[CH:17]=3)[C:12](=[O:27])[N:11]([OH:28])[C:10]2=[O:36])[CH:5]=[CH:6][C:7]=1[F:8], predict the reactants needed to synthesize it. The reactants are: [Cl:1][C:2]1[CH:3]=[C:4]([N:9]2[C:18]3[C:13](=[CH:14][C:15]([F:26])=[C:16]([N:19]4[CH2:24][CH2:23][N:22]([CH3:25])[CH2:21][CH2:20]4)[CH:17]=3)[C:12](=[O:27])[N:11]([O:28]CC3C=CC=CC=3)[C:10]2=[O:36])[CH:5]=[CH:6][C:7]=1[F:8]. (6) Given the product [C:1]([O:5][C:6](=[O:22])[NH:7][C@H:8]([C@H:9]1[CH2:10][O:12]1)[CH2:13][C:14]1[CH:19]=[CH:18][C:17]([F:20])=[C:16]([F:21])[CH:15]=1)([CH3:4])([CH3:3])[CH3:2], predict the reactants needed to synthesize it. The reactants are: [C:1]([O:5][C:6](=[O:22])[NH:7][C@@H:8]([CH2:13][C:14]1[CH:19]=[CH:18][C:17]([F:20])=[C:16]([F:21])[CH:15]=1)[C:9](=[O:12])[CH2:10]Br)([CH3:4])([CH3:3])[CH3:2].[BH4-].[Na+]. (7) Given the product [CH3:26][C:21]1([CH3:27])[CH:20]2[CH2:25][CH:22]1[CH2:23][CH2:24][CH:19]2[CH2:18][CH2:17][O:16][C:13]1[CH:12]=[CH:11][C:10]([CH2:9][N:7]2[CH2:6][CH:5]([C:3]([OH:4])=[O:2])[CH2:8]2)=[CH:15][CH:14]=1, predict the reactants needed to synthesize it. The reactants are: C[O:2][C:3]([CH:5]1[CH2:8][N:7]([CH2:9][C:10]2[CH:15]=[CH:14][C:13]([O:16][CH2:17][CH2:18][CH:19]3[CH2:24][CH2:23][CH:22]4[CH2:25][CH:20]3[C:21]4([CH3:27])[CH3:26])=[CH:12][CH:11]=2)[CH2:6]1)=[O:4].COC(C1CN(CC2C=CC(OCC3C4C=C(Cl)C=CC=4OC=3)=CC=2)C1)=O.